Dataset: Full USPTO retrosynthesis dataset with 1.9M reactions from patents (1976-2016). Task: Predict the reactants needed to synthesize the given product. (1) Given the product [Cl:21][C:22]1[CH:27]=[CH:26][C:25]([CH3:28])=[C:24]([F:29])[C:23]=1[Cl:30], predict the reactants needed to synthesize it. The reactants are: CN(C)CCN(C)C.C([Li])(CC)C.C(=O)=O.CC(C)=O.[Cl:21][C:22]1[CH:27]=[CH:26][C:25]([CH3:28])=[C:24]([F:29])[CH:23]=1.[Cl:30]C(Cl)(Cl)C(Cl)(Cl)Cl.Cl. (2) Given the product [F:19][C:20]1[CH:21]=[C:22]([CH2:27][C:28]([NH:9][NH:8][C:6](=[O:7])[C:5]2[CH:10]=[CH:11][C:12]([C:13]3[O:17][C:16]([CH3:18])=[N:15][CH:14]=3)=[C:3]([O:2][CH3:1])[CH:4]=2)=[O:29])[CH:23]=[CH:24][C:25]=1[F:26], predict the reactants needed to synthesize it. The reactants are: [CH3:1][O:2][C:3]1[CH:4]=[C:5]([CH:10]=[CH:11][C:12]=1[C:13]1[O:17][C:16]([CH3:18])=[N:15][CH:14]=1)[C:6]([NH:8][NH2:9])=[O:7].[F:19][C:20]1[CH:21]=[C:22]([CH2:27][C:28](O)=[O:29])[CH:23]=[CH:24][C:25]=1[F:26].CN(C(ON1N=NC2C=CC=NC1=2)=[N+](C)C)C.F[P-](F)(F)(F)(F)F.C(N(CC)CC)C. (3) Given the product [F:26][C:23]1[CH:24]=[N:25][C:18]2[N:17]([C:27]3[CH:28]=[C:29]([C:33]4[CH:38]=[CH:37][CH:36]=[CH:35][C:34]=4[CH2:39][N:40]4[CH2:45][CH2:44][O:43][CH2:42][CH2:41]4)[CH:30]=[CH:31][CH:32]=3)[C:16](=[O:46])[N:15]([C@@H:12]3[CH2:13][CH2:14][C@H:9]([NH:8][C:1](=[O:3])[CH3:2])[CH2:10][CH2:11]3)[C:20](=[O:21])[C:19]=2[CH:22]=1, predict the reactants needed to synthesize it. The reactants are: [C:1](OC(=O)C)(=[O:3])[CH3:2].[NH2:8][C@@H:9]1[CH2:14][CH2:13][C@H:12]([N:15]2[C:20](=[O:21])[C:19]3[CH:22]=[C:23]([F:26])[CH:24]=[N:25][C:18]=3[N:17]([C:27]3[CH:28]=[C:29]([C:33]4[CH:38]=[CH:37][CH:36]=[CH:35][C:34]=4[CH2:39][N:40]4[CH2:45][CH2:44][O:43][CH2:42][CH2:41]4)[CH:30]=[CH:31][CH:32]=3)[C:16]2=[O:46])[CH2:11][CH2:10]1.C(N(C(C)C)C(C)C)C. (4) Given the product [CH2:41]([N:9]1[C:8]2[C:12](=[N:13][C:5]([NH:4][CH:1]3[CH2:3][CH2:2]3)=[N:6][CH:7]=2)[N:11]([C:14]2[CH:19]=[CH:18][CH:17]=[C:16]([O:20][CH3:21])[CH:15]=2)[C:10]1=[O:22])[C:42]1[CH:47]=[CH:46][CH:45]=[CH:44][CH:43]=1, predict the reactants needed to synthesize it. The reactants are: [CH:1]1([NH:4][C:5]2[N:13]=[C:12]3[C:8]([NH:9][C:10](=[O:22])[N:11]3[C:14]3[CH:19]=[CH:18][CH:17]=[C:16]([O:20][CH3:21])[CH:15]=3)=[CH:7][N:6]=2)[CH2:3][CH2:2]1.C(N=P1(N(CC)CC)N(C)CCCN1C)(C)(C)C.[CH2:41](Br)[C:42]1[CH:47]=[CH:46][CH:45]=[CH:44][CH:43]=1.